Dataset: Skin sensitization/reaction prediction data. Task: Regression/Classification. Given a drug SMILES string, predict its toxicity properties. Task type varies by dataset: regression for continuous values (e.g., LD50, hERG inhibition percentage) or binary classification for toxic/non-toxic outcomes (e.g., AMES mutagenicity, cardiotoxicity, hepatotoxicity). Dataset: skin_reaction. (1) The drug is O=C(CC(=O)C(F)(F)F)c1ccccc1. The result is 1 (causes skin reaction). (2) The molecule is CCCCCCCCCCCCCCCCC(CS(=O)(=O)O)C(=O)OC. The result is 1 (causes skin reaction). (3) The molecule is Nc1ccc(Cl)c(Cl)c1. The result is 1 (causes skin reaction). (4) The drug is Sc1nc2ccccc2s1. The result is 1 (causes skin reaction). (5) The drug is CC(C)(C)OC(=O)NC(C(=O)O)C(c1ccc(F)cc1)c1ccc(F)cc1. The result is 0 (no skin reaction). (6) The compound is Clc1ncnc2ccc(I)cc12. The result is 1 (causes skin reaction). (7) The drug is NCCCNCCCN. The result is 1 (causes skin reaction).